The task is: Predict which catalyst facilitates the given reaction.. This data is from Catalyst prediction with 721,799 reactions and 888 catalyst types from USPTO. (1) Reactant: [NH2:1][C:2]1[CH:7]=[C:6]([Br:8])[N:5]=[C:4]([C:9]([O:11]C)=[O:10])[C:3]=1[Cl:13].[OH-].[Na+]. Product: [NH2:1][C:2]1[CH:7]=[C:6]([Br:8])[N:5]=[C:4]([C:9]([OH:11])=[O:10])[C:3]=1[Cl:13]. The catalyst class is: 5. (2) Reactant: [Cl:1][C:2]1[N:10]=[C:9]2[C:5]([N:6]([CH2:11][C:12]3[S:13][C:14]([C:17]([F:20])([F:19])[F:18])=[CH:15][CH:16]=3)[CH:7]=[N:8]2)=[C:4](Cl)[N:3]=1.Cl.[CH:23]1([C@H:27]([NH2:29])[CH3:28])[CH2:26][CH2:25][CH2:24]1.C(N(CC)CC)C. Product: [Cl:1][C:2]1[N:10]=[C:9]2[C:5]([N:6]([CH2:11][C:12]3[S:13][C:14]([C:17]([F:20])([F:19])[F:18])=[CH:15][CH:16]=3)[CH:7]=[N:8]2)=[C:4]([NH:29][C@@H:27]([CH:23]2[CH2:26][CH2:25][CH2:24]2)[CH3:28])[N:3]=1. The catalyst class is: 8.